The task is: Regression/Classification. Given a drug SMILES string, predict its absorption, distribution, metabolism, or excretion properties. Task type varies by dataset: regression for continuous measurements (e.g., permeability, clearance, half-life) or binary classification for categorical outcomes (e.g., BBB penetration, CYP inhibition). For this dataset (solubility_aqsoldb), we predict Y.. This data is from Aqueous solubility values for 9,982 compounds from the AqSolDB database. The drug is CCOC(=O)N(C)N=O. The Y is -0.553 log mol/L.